From a dataset of Reaction yield outcomes from USPTO patents with 853,638 reactions. Predict the reaction yield, written as a fraction of the theoretical maximum amount of product (1.0 means a 100% yield; for example, 0.34 means a 34% yield). (1) The reactants are [C:1]12([C:12]([O:14]C)=[O:13])[CH2:7][C:4]([C:8]([O:10][CH3:11])=[O:9])([CH2:5][CH2:6]1)[CH2:3][CH2:2]2.C1COCC1.[OH-].[Na+]. The catalyst is CO. The product is [CH3:11][O:10][C:8]([C:4]12[CH2:7][C:1]([C:12]([OH:14])=[O:13])([CH2:6][CH2:5]1)[CH2:2][CH2:3]2)=[O:9]. The yield is 0.870. (2) The reactants are [Cl:1][C:2]1[CH:3]=[C:4]2[C:9](=[CH:10][C:11]=1[O:12][C:13]1[CH:18]=[CH:17][C:16]([C:19](=[O:30])[NH:20][CH2:21][CH2:22][C:23]3[CH:28]=[CH:27][C:26]([Cl:29])=[CH:25][CH:24]=3)=[CH:15][CH:14]=1)[O:8][CH2:7][CH2:6][CH:5]2[C:31]([O:33]CC)=[O:32].[OH-].[Na+].Cl.CCOC(C)=O. The catalyst is CCO.C1COCC1. The product is [Cl:1][C:2]1[CH:3]=[C:4]2[C:9](=[CH:10][C:11]=1[O:12][C:13]1[CH:14]=[CH:15][C:16]([C:19](=[O:30])[NH:20][CH2:21][CH2:22][C:23]3[CH:24]=[CH:25][C:26]([Cl:29])=[CH:27][CH:28]=3)=[CH:17][CH:18]=1)[O:8][CH2:7][CH2:6][CH:5]2[C:31]([OH:33])=[O:32]. The yield is 0.950. (3) The reactants are [N:1]1([CH2:6][CH2:7][CH2:8][O:9][C:10]2[CH:15]=[CH:14][C:13]([C:16]3([CH:22]=O)[CH2:21][CH2:20][O:19][CH2:18][CH2:17]3)=[CH:12][CH:11]=2)[CH2:5][CH2:4][CH2:3][CH2:2]1.[NH:24]1[CH2:29][CH2:28][CH:27]([CH2:30][OH:31])[CH2:26][CH2:25]1. The catalyst is CC(C)[O-].[Ti+4].CC(C)[O-].CC(C)[O-].CC(C)[O-].C(O)C. The product is [N:1]1([CH2:6][CH2:7][CH2:8][O:9][C:10]2[CH:11]=[CH:12][C:13]([C:16]3([CH2:22][N:24]4[CH2:29][CH2:28][CH:27]([CH2:30][OH:31])[CH2:26][CH2:25]4)[CH2:21][CH2:20][O:19][CH2:18][CH2:17]3)=[CH:14][CH:15]=2)[CH2:5][CH2:4][CH2:3][CH2:2]1. The yield is 0.720. (4) The reactants are [CH3:1][O:2][C:3]1[CH:4]=[C:5]([C:9](=[O:13])[C@H:10](O)[CH3:11])[CH:6]=[CH:7][CH:8]=1.CN(C1C2C(N(C)C)=CC=CC=2C=CC=1)C.S(OS(C(F)(F)F)(=O)=O)(C(F)(F)F)(=O)=O.[NH2:45][C:46]([CH3:50])([CH3:49])[CH2:47][OH:48]. The catalyst is C(Cl)Cl. The product is [CH3:1][O:2][C:3]1[CH:4]=[C:5]([C@:9]2([OH:13])[O:48][CH2:47][C:46]([CH3:50])([CH3:49])[NH:45][C@H:10]2[CH3:11])[CH:6]=[CH:7][CH:8]=1. The yield is 0.710. (5) The reactants are C[C:2]1(C)[O:6][C:5](=[CH:7][C:8]([N:10]([CH2:16][C:17]2[CH:22]=[CH:21][C:20]([F:23])=[CH:19][CH:18]=2)[O:11][CH2:12][CH:13]([CH3:15])[CH3:14])=[O:9])[C:4](=[O:24])[O:3]1. The catalyst is CO. The product is [CH3:2][O:3][C:4](=[O:24])[C:5]([OH:6])=[CH:7][C:8](=[O:9])[N:10]([CH2:16][C:17]1[CH:18]=[CH:19][C:20]([F:23])=[CH:21][CH:22]=1)[O:11][CH2:12][CH:13]([CH3:15])[CH3:14]. The yield is 0.480. (6) The reactants are [CH:1]1([CH2:4][N:5]2[C:9]3[CH:10]=[CH:11][C:12]([C:14]#[N:15])=[CH:13][C:8]=3[N:7]=[C:6]2[CH2:16][C:17]2[CH:22]=[CH:21][C:20]([O:23][CH2:24][CH3:25])=[CH:19][CH:18]=2)[CH2:3][CH2:2]1. The catalyst is C(O)=O.[Ni]. The product is [CH:1]1([CH2:4][N:5]2[C:9]3[CH:10]=[CH:11][C:12]([CH2:14][N:15]4[CH2:25][CH2:24][O:23][CH2:20][CH2:19]4)=[CH:13][C:8]=3[N:7]=[C:6]2[CH2:16][C:17]2[CH:18]=[CH:19][C:20]([O:23][CH2:24][CH3:25])=[CH:21][CH:22]=2)[CH2:3][CH2:2]1. The yield is 0.820.